Dataset: CYP3A4 inhibition data for predicting drug metabolism from PubChem BioAssay. Task: Regression/Classification. Given a drug SMILES string, predict its absorption, distribution, metabolism, or excretion properties. Task type varies by dataset: regression for continuous measurements (e.g., permeability, clearance, half-life) or binary classification for categorical outcomes (e.g., BBB penetration, CYP inhibition). Dataset: cyp3a4_veith. The compound is Cc1ccc(Cn2nc(-c3ccccc3)nc2-c2ccccc2)cc1. The result is 1 (inhibitor).